This data is from Reaction yield outcomes from USPTO patents with 853,638 reactions. The task is: Predict the reaction yield, written as a fraction of the theoretical maximum amount of product (1.0 means a 100% yield; for example, 0.34 means a 34% yield). (1) The reactants are [O:1]1[C:5]2[CH:6]=[CH:7][C:8]([CH:10]([CH2:17][C:18]3[CH:22]=[C:21](O)[N:20]([CH2:24][C:25]([F:28])([F:27])[F:26])[N:19]=3)[CH2:11][C:12]([O:14][CH2:15][CH3:16])=[O:13])=[CH:9][C:4]=2[O:3][CH2:2]1.COC1C=CC(P2(=S)SP(=S)(C3C=CC(OC)=CC=3)[S:38]2)=CC=1. The catalyst is C1C=CC=CC=1. The product is [O:1]1[C:5]2[CH:6]=[CH:7][C:8]([CH:10]([CH2:17][C:18]3[CH:22]=[C:21]([SH:38])[N:20]([CH2:24][C:25]([F:28])([F:27])[F:26])[N:19]=3)[CH2:11][C:12]([O:14][CH2:15][CH3:16])=[O:13])=[CH:9][C:4]=2[O:3][CH2:2]1. The yield is 0.930. (2) The reactants are C(N(CC)CC)C.[C:8]([O:11][CH2:12][CH2:13][CH2:14][C:15]1[CH:16]=[C:17]2[C:21](=[CH:22][CH:23]=1)[N:20](C(OC(C)(C)C)=O)[CH:19]=[C:18]2[CH:31]=[O:32])(=[O:10])[CH3:9].[F:33][C:34]1[CH:49]=[CH:48][C:37]([CH:38]=[N:39][C:40]2[CH:41]=[N:42][CH:43]=[C:44]([O:46][CH3:47])[CH:45]=2)=[CH:36][CH:35]=1. The catalyst is [Cl-].C([N+]1C(C)=C(CCO)SC=1)C1C=CC=CC=1.C(O)C. The product is [C:8]([O:11][CH2:12][CH2:13][CH2:14][C:15]1[CH:16]=[C:17]2[C:21](=[CH:22][CH:23]=1)[NH:20][CH:19]=[C:18]2[C:31](=[O:32])[CH:38]([C:37]1[CH:48]=[CH:49][C:34]([F:33])=[CH:35][CH:36]=1)[NH:39][C:40]1[CH:41]=[N:42][CH:43]=[C:44]([O:46][CH3:47])[CH:45]=1)(=[O:10])[CH3:9]. The yield is 0.400. (3) The reactants are [CH2:1]([N:8]1[CH:12]=[C:11]([CH2:13][OH:14])[C:10]([O:15][CH2:16][C:17]2[CH:22]=[CH:21][C:20]([O:23][CH2:24][C:25]3[N:26]=[C:27]([C:31]4[O:32][CH:33]=[CH:34][CH:35]=4)[O:28][C:29]=3[CH3:30])=[C:19]([O:36][CH2:37][CH3:38])[CH:18]=2)=[N:9]1)[C:2]1[CH:7]=[CH:6][CH:5]=[CH:4][CH:3]=1. The catalyst is [O-2].[O-2].[Mn+4].O1CCCC1. The product is [CH2:1]([N:8]1[CH:12]=[C:11]([CH:13]=[O:14])[C:10]([O:15][CH2:16][C:17]2[CH:22]=[CH:21][C:20]([O:23][CH2:24][C:25]3[N:26]=[C:27]([C:31]4[O:32][CH:33]=[CH:34][CH:35]=4)[O:28][C:29]=3[CH3:30])=[C:19]([O:36][CH2:37][CH3:38])[CH:18]=2)=[N:9]1)[C:2]1[CH:3]=[CH:4][CH:5]=[CH:6][CH:7]=1. The yield is 0.900. (4) The reactants are [F:1][C:2]([F:25])([F:24])[CH2:3][O:4][C:5]1[CH:6]=[C:7]([C:15](=O)[CH2:16][C:17](=O)[C:18]([F:21])([F:20])[F:19])[CH:8]=[CH:9][C:10]=1[C:11]([F:14])([F:13])[F:12].[NH2:26][C:27]1[C:31]([C:32]2[CH:37]=[CH:36][N:35]=[CH:34][CH:33]=2)=[CH:30][NH:29][N:28]=1. No catalyst specified. The product is [N:35]1[CH:34]=[CH:33][C:32]([C:31]2[CH:30]=[N:29][N:28]3[C:17]([C:18]([F:21])([F:20])[F:19])=[CH:16][C:15]([C:7]4[CH:8]=[CH:9][C:10]([C:11]([F:14])([F:13])[F:12])=[C:5]([O:4][CH2:3][C:2]([F:25])([F:24])[F:1])[CH:6]=4)=[N:26][C:27]=23)=[CH:37][CH:36]=1. The yield is 0.500. (5) The reactants are O.[NH2:2][C:3]1[N:8]=[C:7]([NH:9][C@@H:10]2[CH2:14][C@H:13]([CH2:15][OH:16])[CH:12]=[CH:11]2)[C:6]([N:17]=NC2C=CC(Cl)=CC=2)=[C:5]([Cl:26])[N:4]=1.[C:27](O)(=O)C.O. The catalyst is O1CCCC1.[Zn]. The product is [NH2:2][C:3]1[N:8]=[C:7]2[C:6]([N:17]=[CH:27][N:9]2[C@@H:10]2[CH2:14][C@H:13]([CH2:15][OH:16])[CH:12]=[CH:11]2)=[C:5]([Cl:26])[N:4]=1. The yield is 0.650. (6) The reactants are [CH:1]([C:4]1[CH:9]=[CH:8][C:7]([C@@H:10]2[C:14]3[C:15]([CH3:28])=[C:16]([NH:20][C:21](=[O:27])[CH2:22][C:23]([CH3:26])([CH3:25])[CH3:24])[C:17]([CH3:19])=[CH:18][C:13]=3[O:12][CH2:11]2)=[CH:6][CH:5]=1)([CH3:3])[CH3:2].[C:29](Cl)(=[O:36])[C:30]1[CH:35]=[CH:34][CH:33]=[CH:32][CH:31]=1. No catalyst specified. The product is [C:29]([C:18]1[C:13]2[O:12][CH2:11][C@H:10]([C:7]3[CH:6]=[CH:5][C:4]([CH:1]([CH3:2])[CH3:3])=[CH:9][CH:8]=3)[C:14]=2[C:15]([CH3:28])=[C:16]([NH:20][C:21](=[O:27])[CH2:22][C:23]([CH3:26])([CH3:25])[CH3:24])[C:17]=1[CH3:19])(=[O:36])[C:30]1[CH:35]=[CH:34][CH:33]=[CH:32][CH:31]=1. The yield is 0.740.